From a dataset of Forward reaction prediction with 1.9M reactions from USPTO patents (1976-2016). Predict the product of the given reaction. Given the reactants [NH:1]1[C:5]2[CH:6]=[C:7]([C:10]3[O:14][C:13]([SH:15])=[N:12][N:11]=3)[CH:8]=[CH:9][C:4]=2[N:3]=[CH:2]1.[F:16][C:17]1[C:22]([CH2:23]Br)=[C:21]([F:25])[C:20]([F:26])=[C:19]([F:27])[C:18]=1[F:28], predict the reaction product. The product is: [F:16][C:17]1[C:22]([CH2:23][S:15][C:13]2[O:14][C:10]([C:7]3[CH:8]=[CH:9][C:4]4[NH:3][CH:2]=[N:1][C:5]=4[CH:6]=3)=[N:11][N:12]=2)=[C:21]([F:25])[C:20]([F:26])=[C:19]([F:27])[C:18]=1[F:28].